From a dataset of Aqueous solubility values for 9,982 compounds from the AqSolDB database. Regression/Classification. Given a drug SMILES string, predict its absorption, distribution, metabolism, or excretion properties. Task type varies by dataset: regression for continuous measurements (e.g., permeability, clearance, half-life) or binary classification for categorical outcomes (e.g., BBB penetration, CYP inhibition). For this dataset (solubility_aqsoldb), we predict Y. (1) The compound is CCCCC(CC)COS(=O)(=O)[O-].[Na+]. The Y is 0.333 log mol/L. (2) The molecule is CCCOP(=O)(OCCC)Oc1ccc(SC)cc1. The Y is -3.39 log mol/L. (3) The compound is N#CCCCl. The Y is -0.290 log mol/L.